This data is from Reaction yield outcomes from USPTO patents with 853,638 reactions. The task is: Predict the reaction yield, written as a fraction of the theoretical maximum amount of product (1.0 means a 100% yield; for example, 0.34 means a 34% yield). (1) The reactants are [OH:1][C:2]1[CH:7]=[CH:6][C:5]([C:8]2[CH:13]=[CH:12][C:11]([C:14]#[N:15])=[CH:10][CH:9]=2)=[CH:4][CH:3]=1.[I-:16].[Na+].[OH-].[Na+].Cl[O-].[Na+].P([O-])(O)(O)=O.[Na+]. The catalyst is CO.S([O-])([O-])(=O)=S.[Na+].[Na+].O. The product is [OH:1][C:2]1[CH:3]=[CH:4][C:5]([C:8]2[CH:13]=[CH:12][C:11]([C:14]#[N:15])=[CH:10][CH:9]=2)=[CH:6][C:7]=1[I:16]. The yield is 0.530. (2) The reactants are [C:1]([O:7][CH2:8][N:9]1[C:18](=[O:19])[C:17]2[C:12](=[CH:13][C:14]([O:22]CC3C=CC=CC=3)=[C:15]([O:20][CH3:21])[CH:16]=2)[N:11]=[CH:10]1)(=[O:6])[C:2]([CH3:5])([CH3:4])[CH3:3]. The catalyst is [Pd].CC(N(C)C)=O. The product is [C:1]([O:7][CH2:8][N:9]1[C:18](=[O:19])[C:17]2[C:12](=[CH:13][C:14]([OH:22])=[C:15]([O:20][CH3:21])[CH:16]=2)[N:11]=[CH:10]1)(=[O:6])[C:2]([CH3:5])([CH3:4])[CH3:3]. The yield is 0.430. (3) The reactants are [NH2:1][C:2]1[CH:3]=[CH:4][C:5]([CH3:25])=[C:6]([CH:24]=1)[NH:7][C:8]1[CH:13]=[C:12]([C:14]([F:17])([F:16])[F:15])[N:11]=[C:10]([C:18]2[CH:23]=[CH:22][N:21]=[CH:20][CH:19]=2)[N:9]=1.[C:26]1([CH3:35])[CH:31]=[CH:30][C:29]([C:32](Cl)=[O:33])=[CH:28][CH:27]=1.O. The catalyst is N1C=CC=CC=1. The product is [CH3:35][C:26]1[CH:31]=[CH:30][C:29]([C:32]([NH:1][C:2]2[CH:3]=[CH:4][C:5]([CH3:25])=[C:6]([NH:7][C:8]3[CH:13]=[C:12]([C:14]([F:16])([F:17])[F:15])[N:11]=[C:10]([C:18]4[CH:23]=[CH:22][N:21]=[CH:20][CH:19]=4)[N:9]=3)[CH:24]=2)=[O:33])=[CH:28][CH:27]=1. The yield is 0.940. (4) The reactants are Cl[CH2:2][C:3](Cl)=[O:4].[CH3:6][C:7]1[CH:8]=[C:9]([NH:21][C:22]2[C:31]3[C:26](=[CH:27][CH:28]=[CH:29][C:30]=3[O:32][CH2:33][C@H:34]3[CH2:38][CH2:37][CH2:36][NH:35]3)[N:25]=[CH:24][N:23]=2)[CH:10]=[CH:11][C:12]=1[O:13][C:14]1[CH:15]=[N:16][C:17]([CH3:20])=[CH:18][CH:19]=1.[CH:39]([N:42]([CH:45]([CH3:47])C)CC)([CH3:41])C.N1CCCC1. The catalyst is C(Cl)Cl. The product is [CH3:6][C:7]1[CH:8]=[C:9]([NH:21][C:22]2[C:31]3[C:26](=[CH:27][CH:28]=[CH:29][C:30]=3[O:32][CH2:33][C@H:34]3[CH2:38][CH2:37][CH2:36][N:35]3[C:3](=[O:4])[CH2:2][N:42]3[CH2:39][CH2:41][CH2:47][CH2:45]3)[N:25]=[CH:24][N:23]=2)[CH:10]=[CH:11][C:12]=1[O:13][C:14]1[CH:15]=[N:16][C:17]([CH3:20])=[CH:18][CH:19]=1. The yield is 0.370. (5) The reactants are [NH:1]1[CH2:5][CH2:4][CH2:3][CH:2]1[C:6]1[CH:7]=[C:8]([CH:19]=[CH:20][CH:21]=1)[O:9][CH2:10][CH2:11][CH2:12][N:13]1[CH2:18][CH2:17][CH2:16][CH2:15][CH2:14]1.[CH2:22]1[O:30][CH:23]1[C:24]1[CH:29]=[CH:28][CH:27]=[CH:26][CH:25]=1. The catalyst is C(O)C. The product is [C:24]1([CH:23]([OH:30])[CH2:22][N:1]2[CH2:5][CH2:4][CH2:3][CH:2]2[C:6]2[CH:21]=[CH:20][CH:19]=[C:8]([O:9][CH2:10][CH2:11][CH2:12][N:13]3[CH2:18][CH2:17][CH2:16][CH2:15][CH2:14]3)[CH:7]=2)[CH:29]=[CH:28][CH:27]=[CH:26][CH:25]=1. The yield is 0.790. (6) The reactants are CN(C(ON1N=NC2C=CC=NC1=2)=[N+](C)C)C.F[P-](F)(F)(F)(F)F.[OH:25][C:26]([C:28](F)(F)F)=O.[CH2:32]([O:39][N:40]1[C:46](=[O:47])[N:45]2[CH2:48][C@H:41]1[CH2:42][CH2:43][C@H:44]2[C:49]([NH:51][NH2:52])=[O:50])[C:33]1[CH:38]=[CH:37][CH:36]=[CH:35][CH:34]=1.C(O)(=O)C.CCN(C(C)C)C(C)C. The catalyst is CN(C=O)C. The product is [C:26]([N:51]([C:49]([C@@H:44]1[CH2:43][CH2:42][C@@H:41]2[CH2:48][N:45]1[C:46](=[O:47])[N:40]2[O:39][CH2:32][C:33]1[CH:38]=[CH:37][CH:36]=[CH:35][CH:34]=1)=[O:50])[NH2:52])(=[O:25])[CH3:28]. The yield is 0.730.